Dataset: Full USPTO retrosynthesis dataset with 1.9M reactions from patents (1976-2016). Task: Predict the reactants needed to synthesize the given product. (1) Given the product [Br:21][C:22]1[CH:35]=[CH:34][C:25]([O:26][C@@H:27]2[CH2:32][CH2:31][CH2:30][CH2:29][C@@H:28]2[NH2:33])=[CH:24][C:23]=1[F:36].[Br:21][C:22]1[CH:35]=[CH:34][C:25]([O:26][C@@H:27]2[CH2:32][CH2:31][CH2:30][CH2:29][C@@H:28]2[NH:33][S:13]([CH:16]([CH3:18])[CH3:17])(=[O:15])=[O:14])=[CH:24][C:23]=1[F:36], predict the reactants needed to synthesize it. The reactants are: BrC1C=CC(O[C@H]2CCC[C@H]2N[S:13]([CH:16]([CH3:18])[CH3:17])(=[O:15])=[O:14])=CC=1.[Br:21][C:22]1[CH:35]=[CH:34][C:25]([O:26][C@@H:27]2[CH2:32][CH2:31][CH2:30][CH2:29][C@@H:28]2[NH2:33])=[CH:24][C:23]=1[F:36].BrC1C=CC(O[C@@H]2CCCC[C@@H]2N)=CC=1.BrC1C=CC(O)=CC=1F. (2) Given the product [CH2:3]([C:5]1[CH:10]=[CH:9][CH:8]=[C:7]([CH2:11][CH3:12])[C:6]=1[C:13]1[CH:14]=[C:15]([O:24][CH3:25])[C:16]([CH:19]([O:23][CH2:27][CH3:28])[CH2:20][CH2:21][CH3:22])=[CH:17][N:18]=1)[CH3:4], predict the reactants needed to synthesize it. The reactants are: [H-].[Na+].[CH2:3]([C:5]1[CH:10]=[CH:9][CH:8]=[C:7]([CH2:11][CH3:12])[C:6]=1[C:13]1[N:18]=[CH:17][C:16]([CH:19]([OH:23])[CH2:20][CH2:21][CH3:22])=[C:15]([O:24][CH3:25])[CH:14]=1)[CH3:4].I[CH2:27][CH3:28].[NH4+].[Cl-].